From a dataset of Full USPTO retrosynthesis dataset with 1.9M reactions from patents (1976-2016). Predict the reactants needed to synthesize the given product. (1) The reactants are: [OH:1][C:2]1[CH:10]=[CH:9][C:8]([C:11]2[N:12]([C:27]([O:29][C:30]([CH3:33])([CH3:32])[CH3:31])=[O:28])[C:13]3[C:18]([CH:19]=2)=[CH:17][C:16]([CH2:20][N:21]2[CH2:26][CH2:25][CH2:24][CH2:23][CH2:22]2)=[CH:15][CH:14]=3)=[C:7]2[C:3]=1[CH2:4][NH:5][C:6]2=[O:34].C(N(CC)CC)C.[N:42]1[C:51]2[C:46](=[CH:47][CH:48]=[CH:49][C:50]=2[S:52](Cl)(=[O:54])=[O:53])[CH:45]=[CH:44][CH:43]=1. Given the product [N:42]1[C:51]2[C:46](=[CH:47][CH:48]=[CH:49][C:50]=2[S:52]([O:1][C:2]2[CH:10]=[CH:9][C:8]([C:11]3[N:12]([C:27]([O:29][C:30]([CH3:31])([CH3:33])[CH3:32])=[O:28])[C:13]4[C:18]([CH:19]=3)=[CH:17][C:16]([CH2:20][N:21]3[CH2:26][CH2:25][CH2:24][CH2:23][CH2:22]3)=[CH:15][CH:14]=4)=[C:7]3[C:3]=2[CH2:4][NH:5][C:6]3=[O:34])(=[O:54])=[O:53])[CH:45]=[CH:44][CH:43]=1, predict the reactants needed to synthesize it. (2) Given the product [NH2:7][CH2:8][CH2:9][CH2:10][N:11]([CH2:16][C:17]1[CH:22]=[CH:21][CH:20]=[C:19]([C:23]2[CH:28]=[CH:27][N:26]=[C:25]([NH:40][CH2:39][CH2:38][C:35]3[CH:36]=[CH:37][C:32]([Cl:31])=[CH:33][CH:34]=3)[N:24]=2)[CH:18]=1)[S:12]([CH3:15])(=[O:13])=[O:14], predict the reactants needed to synthesize it. The reactants are: C(OC(=O)[NH:7][CH2:8][CH2:9][CH2:10][N:11]([CH2:16][C:17]1[CH:22]=[CH:21][CH:20]=[C:19]([C:23]2[CH:28]=[CH:27][N:26]=[C:25](Cl)[N:24]=2)[CH:18]=1)[S:12]([CH3:15])(=[O:14])=[O:13])(C)(C)C.[Cl:31][C:32]1[CH:37]=[CH:36][C:35]([CH2:38][CH2:39][NH2:40])=[CH:34][CH:33]=1.